Dataset: Forward reaction prediction with 1.9M reactions from USPTO patents (1976-2016). Task: Predict the product of the given reaction. The product is: [C:26]([CH2:25][NH:30][C:4](=[O:5])[C@H:3]([N:7]1[C:16](=[O:17])[C:15]2=[CH:18][NH:19][C:13]3[C:14]2=[C:9]([CH:10]=[CH:11][N:12]=3)[CH2:8]1)[C:2]([CH3:20])([CH3:21])[CH3:1])#[N:28]. Given the reactants [CH3:1][C:2]([CH3:21])([CH3:20])[C@@H:3]([N:7]1[C:16](=[O:17])[C:15]2=[CH:18][NH:19][C:13]3[C:14]2=[C:9]([CH:10]=[CH:11][N:12]=3)[CH2:8]1)[C:4](O)=[O:5].C1C=[C:26]2[N:28]=N[N:30](O)[C:25]2=CC=1.O.CCN=C=NCCCN(C)C.Cl.NCC#N.CN1CCOCC1, predict the reaction product.